From a dataset of Forward reaction prediction with 1.9M reactions from USPTO patents (1976-2016). Predict the product of the given reaction. (1) Given the reactants [N:1]1[S:2][N:3]=[C:4]2[C:9]([N:10]3[CH2:15][CH2:14][N:13](C)[CH2:12][CH2:11]3)=[CH:8][CH:7]=[CH:6][C:5]=12.Cl[C:18]([O:20][CH:21]=[CH2:22])=[O:19].ClC(Cl)C, predict the reaction product. The product is: [N:1]1[S:2][N:3]=[C:4]2[C:9]([N:10]3[CH2:15][CH2:14][N:13]([C:18]([O:20][CH:21]=[CH2:22])=[O:19])[CH2:12][CH2:11]3)=[CH:8][CH:7]=[CH:6][C:5]=12. (2) Given the reactants [Cl:1][C:2]1[CH:3]=[C:4]2[C:8](=[CH:9][CH:10]=1)[NH:7][CH:6]=[C:5]2[CH2:11][CH2:12][NH:13][C:14](=[O:22])[C:15]1[CH:20]=[CH:19][C:18](I)=[CH:17][CH:16]=1.[C:23]1([CH3:32])[CH:28]=[CH:27][CH:26]=[C:25](B(O)O)[CH:24]=1.C(=O)([O-])[O-].[Na+].[Na+], predict the reaction product. The product is: [Cl:1][C:2]1[CH:3]=[C:4]2[C:8](=[CH:9][CH:10]=1)[NH:7][CH:6]=[C:5]2[CH2:11][CH2:12][NH:13][C:14]([C:15]1[CH:20]=[CH:19][C:18]([C:25]2[CH:26]=[CH:27][CH:28]=[C:23]([CH3:32])[CH:24]=2)=[CH:17][CH:16]=1)=[O:22]. (3) Given the reactants [F:1][C:2]1[CH:7]=[CH:6][C:5]([N:8]2[C:16]3[C:11](=[CH:12][C:13]([O:17][C@H:18]([C:22]4[CH:27]=[CH:26][CH:25]=[C:24]([O:28][CH3:29])[CH:23]=4)[C@@H:19]([NH2:21])[CH3:20])=[CH:14][CH:15]=3)[CH:10]=[N:9]2)=[CH:4][CH:3]=1.[CH3:30][C:31]1[CH:32]=[C:33]([C:37](O)=[O:38])[O:34][C:35]=1[CH3:36], predict the reaction product. The product is: [F:1][C:2]1[CH:3]=[CH:4][C:5]([N:8]2[C:16]3[C:11](=[CH:12][C:13]([O:17][C@H:18]([C:22]4[CH:27]=[CH:26][CH:25]=[C:24]([O:28][CH3:29])[CH:23]=4)[C@@H:19]([NH:21][C:37]([C:33]4[O:34][C:35]([CH3:36])=[C:31]([CH3:30])[CH:32]=4)=[O:38])[CH3:20])=[CH:14][CH:15]=3)[CH:10]=[N:9]2)=[CH:6][CH:7]=1.